Dataset: Forward reaction prediction with 1.9M reactions from USPTO patents (1976-2016). Task: Predict the product of the given reaction. (1) Given the reactants [CH2:1]([O:3][C:4]([N:6]1[C:15]2[C:10](=[CH:11][C:12]([C:16]([F:19])([F:18])[F:17])=[CH:13][CH:14]=2)[CH:9]([CH:20]([C:24]2[CH:29]=[C:28]([C:30]([F:33])([F:32])[F:31])[CH:27]=[C:26]([C:34]([F:37])([F:36])[F:35])[CH:25]=2)[C:21](O)=[O:22])[CH2:8][CH:7]1[CH2:38][CH3:39])=[O:5])[CH3:2].Cl, predict the reaction product. The product is: [CH2:1]([O:3][C:4]([N:6]1[C:15]2[C:10](=[CH:11][C:12]([C:16]([F:17])([F:18])[F:19])=[CH:13][CH:14]=2)[CH:9]([CH:20]([C:24]2[CH:25]=[C:26]([C:34]([F:35])([F:36])[F:37])[CH:27]=[C:28]([C:30]([F:32])([F:31])[F:33])[CH:29]=2)[CH2:21][OH:22])[CH2:8][CH:7]1[CH2:38][CH3:39])=[O:5])[CH3:2]. (2) Given the reactants [Si]([O:8][CH2:9][CH:10]1[CH2:15][N:14]([C:16]2[C:17]([Cl:49])=[C:18]([NH:24][C:25]3[N:30]=[C:29]([N:31]([CH:41]4[CH2:43][CH2:42]4)[CH2:32][C:33]4[CH:38]=[CH:37][C:36]([O:39][CH3:40])=[CH:35][CH:34]=4)[C:28]4=[N:44][CH:45]=[C:46]([C:47]#[N:48])[N:27]4[N:26]=3)[CH:19]=[C:20]([C:22]#[N:23])[CH:21]=2)[CH2:13][CH2:12][O:11]1)(C(C)(C)C)(C)C.CCCC[N+](CCCC)(CCCC)CCCC.[F-].[Cl-].[NH4+].C(OCC)(=O)C, predict the reaction product. The product is: [Cl:49][C:17]1[C:16]([N:14]2[CH2:13][CH2:12][O:11][CH:10]([CH2:9][OH:8])[CH2:15]2)=[CH:21][C:20]([C:22]#[N:23])=[CH:19][C:18]=1[NH:24][C:25]1[N:30]=[C:29]([N:31]([CH:41]2[CH2:43][CH2:42]2)[CH2:32][C:33]2[CH:34]=[CH:35][C:36]([O:39][CH3:40])=[CH:37][CH:38]=2)[C:28]2=[N:44][CH:45]=[C:46]([C:47]#[N:48])[N:27]2[N:26]=1.